From a dataset of Catalyst prediction with 721,799 reactions and 888 catalyst types from USPTO. Predict which catalyst facilitates the given reaction. (1) Reactant: [OH-].[Li+].[O:3]=[C:4]1[NH:12][C:7]2=[N:8][CH:9]=[CH:10][CH:11]=[C:6]2[C:5]21[CH2:20][C:19]1[C:14](=[CH:15][CH:16]=[C:17]([NH:21][C:22]3[N:27]=[CH:26][N:25]=[C:24]([C:28]([O:30]CC)=[O:29])[CH:23]=3)[CH:18]=1)[CH2:13]2.[ClH:33]. Product: [ClH:33].[O:3]=[C:4]1[NH:12][C:7]2=[N:8][CH:9]=[CH:10][CH:11]=[C:6]2[C:5]21[CH2:20][C:19]1[C:14](=[CH:15][CH:16]=[C:17]([NH:21][C:22]3[N:27]=[CH:26][N:25]=[C:24]([C:28]([OH:30])=[O:29])[CH:23]=3)[CH:18]=1)[CH2:13]2. The catalyst class is: 8. (2) Reactant: C(OC([N:8]1[CH2:13][CH2:12][CH:11]([CH2:14][N:15]([C:28]2[CH:33]=[CH:32][N:31]=[C:30]([NH:34][CH:35]([CH3:37])[CH3:36])[N:29]=2)[C:16]([C:18]2[CH:27]=[CH:26][C:25]3[C:20](=[CH:21][CH:22]=[CH:23][CH:24]=3)[CH:19]=2)=[O:17])[CH2:10][CH2:9]1)=O)(C)(C)C.C(O)(C(F)(F)F)=O. Product: [CH:35]([NH:34][C:30]1[N:29]=[C:28]([N:15]([CH2:14][CH:11]2[CH2:10][CH2:9][NH:8][CH2:13][CH2:12]2)[C:16]([C:18]2[CH:27]=[CH:26][C:25]3[C:20](=[CH:21][CH:22]=[CH:23][CH:24]=3)[CH:19]=2)=[O:17])[CH:33]=[CH:32][N:31]=1)([CH3:37])[CH3:36]. The catalyst class is: 2. (3) Reactant: C(=O)(OC)O[CH2:3]/[CH:4]=[CH:5]\[CH2:6][N:7]([CH2:23][CH3:24])[C:8](=[O:22])[CH:9]([C:16]1[CH:21]=[CH:20][CH:19]=[CH:18][CH:17]=1)[C:10]1[CH:15]=[CH:14][CH:13]=[CH:12][CH:11]=1.C1C[C@H]2N(C[C@H]3[C@@H]4CCCCN4C[C@@H]2C3)CC1.[Li+].C[Si]([N-][Si](C)(C)C)(C)C. Product: [CH2:23]([N:7]1[CH2:6][CH:5]([CH:4]=[CH2:3])[C:9]([C:16]2[CH:21]=[CH:20][CH:19]=[CH:18][CH:17]=2)([C:10]2[CH:15]=[CH:14][CH:13]=[CH:12][CH:11]=2)[C:8]1=[O:22])[CH3:24]. The catalyst class is: 11. (4) Reactant: [CH:1]([C:4]1[CH:20]=[CH:19][C:7]([CH2:8][N:9]2[CH:14]=[CH:13][CH:12]=[C:11]([C:15]([OH:17])=O)[C:10]2=[O:18])=[CH:6][CH:5]=1)([CH3:3])[CH3:2].[NH2:21][C@@H:22]([CH2:30][CH2:31][CH2:32][NH:33][C:34]([NH:36][S:37]([C:40]1[C:41]([CH3:54])=[C:42]2[C:47](=[C:48]([CH3:51])[C:49]=1[CH3:50])[O:46][C:45]([CH3:53])([CH3:52])[CH2:44][CH2:43]2)(=[O:39])=[O:38])=[NH:35])[C:23]([O:25][C:26]([CH3:29])([CH3:28])[CH3:27])=[O:24].CN(C(ON1N=NC2C=CC=CC1=2)=[N+](C)C)C.F[P-](F)(F)(F)(F)F.CCN(C(C)C)C(C)C. Product: [CH:1]([C:4]1[CH:5]=[CH:6][C:7]([CH2:8][N:9]2[CH:14]=[CH:13][CH:12]=[C:11]([C:15]([NH:21][C@@H:22]([CH2:30][CH2:31][CH2:32][NH:33][C:34]([NH:36][S:37]([C:40]3[C:41]([CH3:54])=[C:42]4[C:47](=[C:48]([CH3:51])[C:49]=3[CH3:50])[O:46][C:45]([CH3:53])([CH3:52])[CH2:44][CH2:43]4)(=[O:38])=[O:39])=[NH:35])[C:23]([O:25][C:26]([CH3:27])([CH3:28])[CH3:29])=[O:24])=[O:17])[C:10]2=[O:18])=[CH:19][CH:20]=1)([CH3:2])[CH3:3]. The catalyst class is: 3. (5) Reactant: [CH:1]1([C:4]([C:6](=[CH:12]N(C)C)[C:7]([O:9][CH2:10][CH3:11])=[O:8])=O)[CH2:3][CH2:2]1.Cl.[N:17]1([C:23](=[NH:25])[NH2:24])[CH2:22][CH2:21][O:20][CH2:19][CH2:18]1.[O-]CC.[Na+]. Product: [CH:1]1([C:4]2[C:6]([C:7]([O:9][CH2:10][CH3:11])=[O:8])=[CH:12][N:24]=[C:23]([N:17]3[CH2:22][CH2:21][O:20][CH2:19][CH2:18]3)[N:25]=2)[CH2:3][CH2:2]1. The catalyst class is: 8.